Dataset: Full USPTO retrosynthesis dataset with 1.9M reactions from patents (1976-2016). Task: Predict the reactants needed to synthesize the given product. (1) Given the product [OH:9][C:10]1[CH:17]=[C:16]([N+:18]([O-:20])=[O:19])[CH:15]=[CH:14][C:11]=1[C:12]#[N:13], predict the reactants needed to synthesize it. The reactants are: Cl.N1C=CC=CC=1.C[O:9][C:10]1[CH:17]=[C:16]([N+:18]([O-:20])=[O:19])[CH:15]=[CH:14][C:11]=1[C:12]#[N:13].O. (2) Given the product [C:6]([C:5]1[CH:8]=[CH:9][C:2]([CH2:1][N:27]([CH3:28])[CH2:26][C:25]([O:24][C:20]([CH3:23])([CH3:22])[CH3:21])=[O:29])=[CH:3][C:4]=1[Cl:10])#[N:7], predict the reactants needed to synthesize it. The reactants are: [CH3:1][C:2]1[CH:9]=[CH:8][C:5]([C:6]#[N:7])=[C:4]([Cl:10])[CH:3]=1.BrN1C(=O)CCC1=O.Cl.[C:20]([O:24][C:25](=[O:29])[CH2:26][NH:27][CH3:28])([CH3:23])([CH3:22])[CH3:21].C([O-])([O-])=O.[K+].[K+]. (3) Given the product [ClH:19].[NH2:8][CH2:9][CH2:10][NH:11][S:12]([CH2:15][CH2:16][O:17][CH3:18])(=[O:14])=[O:13], predict the reactants needed to synthesize it. The reactants are: C(OC([NH:8][CH2:9][CH2:10][NH:11][S:12]([CH2:15][CH2:16][O:17][CH3:18])(=[O:14])=[O:13])=O)(C)(C)C.[ClH:19].